Task: Binary Classification. Given a drug SMILES string, predict its activity (active/inactive) in a high-throughput screening assay against a specified biological target.. Dataset: Tyrosyl-DNA phosphodiesterase HTS with 341,365 compounds (1) The molecule is Clc1sc(COC(=O)Nc2ccccc2)cn1. The result is 0 (inactive). (2) The molecule is O=C(NC(C)C)CN1CCN(CC1)c1ncccn1. The result is 0 (inactive). (3) The compound is Clc1cc2=C(/C(=C3\NN(S(=O)(=O)C)C(C3)c3c(OC)ccc(OC)c3)C(=O)N=c2cc1)c1ccccc1. The result is 0 (inactive). (4) The drug is O=c1n(Cc2ccccc2)ccc2nc3c(CCC3)c(N)c12. The result is 0 (inactive). (5) The compound is S(=O)(=O)(N(C(C)C(=O)Nc1c(OC)cc(OC)cc1)c1ccc(cc1)C)C. The result is 0 (inactive). (6) The drug is O=C(c1c(nc(nc1NC(=O)C)C)C)C. The result is 0 (inactive). (7) The molecule is o1c2c3c(ccc2c(=O)cc1/C=C\c1ccccc1)cccc3. The result is 0 (inactive).